Dataset: Full USPTO retrosynthesis dataset with 1.9M reactions from patents (1976-2016). Task: Predict the reactants needed to synthesize the given product. (1) The reactants are: [C:1]1([C:7](=[C:9]2[C:17]3[C:12](=[CH:13][CH:14]=[CH:15][CH:16]=3)[NH:11][C:10]2=[O:18])[CH3:8])[CH:6]=[CH:5][CH:4]=[CH:3][CH:2]=1.Br[CH2:20][C:21]([O:23][CH3:24])=[O:22].C([O-])([O-])=O.[Cs+].[Cs+]. Given the product [CH3:24][O:23][C:21](=[O:22])[CH2:20][N:11]1[C:12]2[C:17](=[CH:16][CH:15]=[CH:14][CH:13]=2)[C:9](=[C:7]([C:1]2[CH:2]=[CH:3][CH:4]=[CH:5][CH:6]=2)[CH3:8])[C:10]1=[O:18], predict the reactants needed to synthesize it. (2) Given the product [Br:1][C:2]1[C:3]([NH:10][C:11]2[CH:16]=[CH:15][CH:14]=[CH:13][C:12]=2[C:17](=[O:19])[CH3:18])=[N:4][C:5]([Cl:8])=[N:6][CH:7]=1, predict the reactants needed to synthesize it. The reactants are: [Br:1][C:2]1[C:3](Cl)=[N:4][C:5]([Cl:8])=[N:6][CH:7]=1.[NH2:10][C:11]1[CH:16]=[CH:15][CH:14]=[CH:13][C:12]=1[C:17](=[O:19])[CH3:18].C(=O)(O)[O-].[Na+]. (3) Given the product [CH:25]1[C:26]2[CH:27]([CH2:29][O:30][C:31]([N:33]3[C@@H:38]([CH:10]([OH:14])[CH3:11])[CH2:37][O:36][CH2:35][C@H:34]3[C:41]3[CH:46]=[CH:45][C:44]([F:47])=[C:43]([F:48])[CH:42]=3)=[O:32])[C:28]3[C:20](=[CH:19][CH:18]=[CH:17][CH:16]=3)[C:21]=2[CH:22]=[CH:23][CH:24]=1, predict the reactants needed to synthesize it. The reactants are: O1CCCC1.CS(C)=O.[C:10](Cl)(=[O:14])[C:11](Cl)=O.[CH:16]1[C:28]2[CH:27]([CH2:29][O:30][C:31]([N:33]3[C@@H:38](CO)[CH2:37][O:36][CH2:35][C@H:34]3[C:41]3[CH:46]=[CH:45][C:44]([F:47])=[C:43]([F:48])[CH:42]=3)=[O:32])[C:26]3[C:21](=[CH:22][CH:23]=[CH:24][CH:25]=3)[C:20]=2[CH:19]=[CH:18][CH:17]=1. (4) Given the product [CH2:1]([O:3][C:4](=[O:16])[CH2:5][CH2:6][C:7]1[CH:8]=[CH:9][C:10]([NH2:13])=[CH:11][CH:12]=1)[CH3:2], predict the reactants needed to synthesize it. The reactants are: [CH2:1]([O:3][C:4](=[O:16])[CH:5]=[CH:6][C:7]1[CH:12]=[CH:11][C:10]([N+:13]([O-])=O)=[CH:9][CH:8]=1)[CH3:2].